From a dataset of Reaction yield outcomes from USPTO patents with 853,638 reactions. Predict the reaction yield, written as a fraction of the theoretical maximum amount of product (1.0 means a 100% yield; for example, 0.34 means a 34% yield). (1) The catalyst is C1COCC1. The yield is 0.927. The reactants are [Li+].CC([N-]C(C)C)C.[Br:9][C:10]1[CH:15]=[CH:14][C:13]([C:16]2[CH2:17][CH2:18][CH:19]([CH2:22][CH2:23][CH3:24])[CH2:20][CH:21]=2)=[C:12]([F:25])[CH:11]=1.CN([CH:29]=[O:30])C. The product is [Br:9][C:10]1[CH:15]=[CH:14][C:13]([C:16]2[CH2:17][CH2:18][CH:19]([CH2:22][CH2:23][CH3:24])[CH2:20][CH:21]=2)=[C:12]([F:25])[C:11]=1[CH:29]=[O:30]. (2) The reactants are Cl[C:2]1[N:7]=[C:6]([CH:8]([CH:11]2[N:15]([CH2:16][CH3:17])[C:14]3[CH:18]=[CH:19][CH:20]=[CH:21][C:13]=3[NH:12]2)[C:9]#[N:10])[C:5]([CH3:22])=[CH:4][N:3]=1.[NH2:23][CH2:24][CH:25]1[CH2:30][CH2:29][CH2:28][CH2:27][CH2:26]1. No catalyst specified. The product is [CH:25]1([CH2:24][NH:23][C:2]2[N:7]=[C:6]([CH:8]([C:11]3[N:15]([CH2:16][CH3:17])[C:14]4[CH:18]=[CH:19][CH:20]=[CH:21][C:13]=4[N:12]=3)[C:9]#[N:10])[C:5]([CH3:22])=[CH:4][N:3]=2)[CH2:30][CH2:29][CH2:28][CH2:27][CH2:26]1. The yield is 0.770. (3) The reactants are [NH2:1][C@@H:2]1[C@H:7]([F:8])[C@H:6]([OH:9])[C@@H:5]([CH2:10][OH:11])[CH2:4][C@@H:3]1[OH:12].[C:13](N1C=CN=C1)(N1C=CN=C1)=[S:14]. The catalyst is CN(C=O)C. The product is [F:8][C@H:7]1[C@H:2]2[NH:1][C:13](=[S:14])[O:12][C@H:3]2[CH2:4][C@H:5]([CH2:10][OH:11])[C@H:6]1[OH:9]. The yield is 0.830. (4) The reactants are [NH2:1][C:2]1[CH:7]=[CH:6][CH:5]=[CH:4][C:3]=1[SH:8].[C:9](OCC)(=O)[C:10]([O:12][CH2:13][CH3:14])=[O:11].O.Cl. The catalyst is CCO. The product is [S:8]1[C:3]2[CH:4]=[CH:5][CH:6]=[CH:7][C:2]=2[N:1]=[C:9]1[C:10]([O:12][CH2:13][CH3:14])=[O:11]. The yield is 0.360. (5) The catalyst is C1(C)C=CC=CC=1.CO. The product is [CH2:18]([NH:15][C:14]1[CH:16]=[CH:17][C:11]([CH2:10][CH2:9][NH:8][C:1]([O:3][C:4]([CH3:6])([CH3:7])[CH3:5])=[O:2])=[CH:12][CH:13]=1)[C:19]1[CH:24]=[CH:23][CH:22]=[CH:21][CH:20]=1. The reactants are [C:1]([NH:8][CH2:9][CH2:10][C:11]1[CH:17]=[CH:16][C:14]([NH2:15])=[CH:13][CH:12]=1)([O:3][C:4]([CH3:7])([CH3:6])[CH3:5])=[O:2].[CH:18](=O)[C:19]1[CH:24]=[CH:23][CH:22]=[CH:21][CH:20]=1.CC(O)=O.[BH3-]C#N.[Na+]. The yield is 0.830.